Task: Predict which catalyst facilitates the given reaction.. Dataset: Catalyst prediction with 721,799 reactions and 888 catalyst types from USPTO The catalyst class is: 366. Product: [CH:1]([C:4]1[CH:9]=[CH:8][N:7]=[C:6]([C:15]#[N:16])[CH:5]=1)([CH3:3])[CH3:2]. Reactant: [CH:1]([C:4]1[CH:9]=[CH:8][N+:7]([O-])=[CH:6][CH:5]=1)([CH3:3])[CH3:2].[Si]([C:15]#[N:16])(C)(C)C.CN(C)C(Cl)=O.